Dataset: Forward reaction prediction with 1.9M reactions from USPTO patents (1976-2016). Task: Predict the product of the given reaction. (1) Given the reactants [Br:1][C:2]1[CH:3]=[C:4]([S:8](Cl)(=[O:10])=[O:9])[CH:5]=[N:6][CH:7]=1.[CH3:12][O:13][CH2:14][CH2:15][NH2:16], predict the reaction product. The product is: [Br:1][C:2]1[CH:3]=[C:4]([S:8]([NH:16][CH2:15][CH2:14][O:13][CH3:12])(=[O:10])=[O:9])[CH:5]=[N:6][CH:7]=1. (2) Given the reactants CC(OC(/N=N/C(OC(C)C)=O)=O)C.O[CH2:16][C:17]1[CH:18]=[C:19]2[C:23](=[CH:24][CH:25]=1)[N:22]([C:26]([O:28][C:29]([CH3:32])([CH3:31])[CH3:30])=[O:27])[N:21]=[C:20]2[C:33]1[N:34]=[N:35][N:36]([C:38]2[CH:43]=[CH:42][C:41]([C:44]([N:46]3[CH2:51][CH2:50][O:49][CH2:48][CH2:47]3)=[O:45])=[CH:40][CH:39]=2)[CH:37]=1.[N:52]1[NH:53][C:54](=[O:58])[CH:55]=[CH:56][CH:57]=1.C1(P(C2C=CC=CC=2)C2C=CC=CC=2)C=CC=CC=1.Cl, predict the reaction product. The product is: [N:46]1([C:44]([C:41]2[CH:42]=[CH:43][C:38]([N:36]3[CH:37]=[C:33]([C:20]4[C:19]5[C:23](=[CH:24][CH:25]=[C:17]([CH2:16][N:53]6[C:54](=[O:58])[CH:55]=[CH:56][CH:57]=[N:52]6)[CH:18]=5)[N:22]([C:26]([O:28][C:29]([CH3:32])([CH3:31])[CH3:30])=[O:27])[N:21]=4)[N:34]=[N:35]3)=[CH:39][CH:40]=2)=[O:45])[CH2:47][CH2:48][O:49][CH2:50][CH2:51]1. (3) Given the reactants [CH3:1][O:2][CH2:3][CH2:4][O:5][C:6]1[CH:11]=[CH:10][N:9]2[C:12]([C:15]3[CH:24]=[CH:23][C:22]4[C:17](=[C:18]([OH:25])[CH:19]=[CH:20][CH:21]=4)[N:16]=3)=[CH:13][N:14]=[C:8]2[CH:7]=1.Br[CH2:27][CH2:28][NH:29]C(=O)OC(C)(C)C.[I-].C([NH3+])(C)(C)C.O.[OH-].[Cs+].C(O)(C(F)(F)F)=O, predict the reaction product. The product is: [CH3:1][O:2][CH2:3][CH2:4][O:5][C:6]1[CH:11]=[CH:10][N:9]2[C:12]([C:15]3[CH:24]=[CH:23][C:22]4[C:17](=[C:18]([O:25][CH2:27][CH2:28][NH2:29])[CH:19]=[CH:20][CH:21]=4)[N:16]=3)=[CH:13][N:14]=[C:8]2[CH:7]=1. (4) Given the reactants [CH2:1]([O:3][C:4]([C:6]1[C:7](O)=[CH:8][C:9](=O)[N:10]2[C:14]=1[CH2:13][CH2:12][CH2:11]2)=[O:5])[CH3:2].O=P(Cl)(Cl)[Cl:19], predict the reaction product. The product is: [CH2:1]([O:3][C:4]([C:6]1[C:7]([Cl:19])=[CH:8][CH2:9][N:10]2[C:14]=1[CH2:13][CH2:12][CH2:11]2)=[O:5])[CH3:2]. (5) Given the reactants [ClH:1].[CH3:2][O:3][CH2:4][CH2:5][O:6][CH2:7][CH2:8][O:9][CH2:10][CH2:11][NH:12][C:13]([C:15]1[CH:16]=[CH:17][C:18]([CH3:61])=[C:19]([C:21]2[CH:26]=[CH:25][CH:24]=[C:23]([CH2:27][C@H:28]([NH:43][C:44]([C@H:46]3[CH2:51][CH2:50][C@H:49]([CH2:52][NH:53]C(=O)OC(C)(C)C)[CH2:48][CH2:47]3)=[O:45])[C:29](=[O:42])[NH:30][C:31]3[CH:36]=[CH:35][C:34]([C:37]4[NH:41][N:40]=[N:39][N:38]=4)=[CH:33][CH:32]=3)[CH:22]=2)[CH:20]=1)=[O:14].C(#N)C, predict the reaction product. The product is: [ClH:1].[NH2:53][CH2:52][C@H:49]1[CH2:50][CH2:51][C@H:46]([C:44]([NH:43][C@H:28]([C:29](=[O:42])[NH:30][C:31]2[CH:36]=[CH:35][C:34]([C:37]3[NH:41][N:40]=[N:39][N:38]=3)=[CH:33][CH:32]=2)[CH2:27][C:23]2[CH:22]=[C:21]([C:19]3[C:18]([CH3:61])=[CH:17][CH:16]=[C:15]([C:13]([NH:12][CH2:11][CH2:10][O:9][CH2:8][CH2:7][O:6][CH2:5][CH2:4][O:3][CH3:2])=[O:14])[CH:20]=3)[CH:26]=[CH:25][CH:24]=2)=[O:45])[CH2:47][CH2:48]1. (6) Given the reactants Br[C:2]1[N:3]([CH2:13][C:14]2[C:15]3[C:22]([Cl:23])=[CH:21][CH:20]=[CH:19][C:16]=3[S:17][CH:18]=2)[C:4]([C:8]([O:10][CH2:11][CH3:12])=[O:9])=[C:5]([CH3:7])[N:6]=1.[N:24]1[CH:29]=[CH:28][CH:27]=[C:26](B(O)O)[CH:25]=1.C(=O)([O-])[O-].[Cs+].[Cs+].C(Cl)Cl, predict the reaction product. The product is: [Cl:23][C:22]1[C:15]2[C:14]([CH2:13][N:3]3[C:4]([C:8]([O:10][CH2:11][CH3:12])=[O:9])=[C:5]([CH3:7])[N:6]=[C:2]3[C:26]3[CH:25]=[N:24][CH:29]=[CH:28][CH:27]=3)=[CH:18][S:17][C:16]=2[CH:19]=[CH:20][CH:21]=1. (7) Given the reactants [C:1]([O:5][C:6]([NH:8][N:9]1[C:13]2[CH:14]=[CH:15][CH:16]=[CH:17][C:12]=2[N:11]=[C:10]1[SH:18])=[O:7])([CH3:4])([CH3:3])[CH3:2].Cl.Cl[CH2:21][C:22]1[C:27]([CH3:28])=[C:26]([O:29][CH2:30][C:31]([F:34])([F:33])[F:32])[CH:25]=[CH:24][N:23]=1.[OH-].[Na+].O, predict the reaction product. The product is: [C:1]([O:5][C:6]([NH:8][N:9]1[C:13]2[CH:14]=[CH:15][CH:16]=[CH:17][C:12]=2[N:11]=[C:10]1[S:18][CH2:21][C:22]1[C:27]([CH3:28])=[C:26]([O:29][CH2:30][C:31]([F:33])([F:34])[F:32])[CH:25]=[CH:24][N:23]=1)=[O:7])([CH3:4])([CH3:2])[CH3:3]. (8) Given the reactants [NH2:1][C:2]1[C:7]([S:8]([N:11]([CH3:13])[CH3:12])(=[O:10])=[O:9])=[CH:6][C:5](Br)=[CH:4][N:3]=1.[CH3:15][O:16][C:17](=[O:29])[NH:18][C:19]1[CH:24]=[C:23]([Sn](C)(C)C)[CH:22]=[CH:21][N:20]=1.[Cl-].[Li+].O1CCOCC1, predict the reaction product. The product is: [CH3:15][O:16][C:17](=[O:29])[NH:18][C:19]1[CH:24]=[C:23]([C:5]2[CH:4]=[N:3][C:2]([NH2:1])=[C:7]([S:8](=[O:10])(=[O:9])[N:11]([CH3:13])[CH3:12])[CH:6]=2)[CH:22]=[CH:21][N:20]=1.